This data is from Catalyst prediction with 721,799 reactions and 888 catalyst types from USPTO. The task is: Predict which catalyst facilitates the given reaction. (1) Product: [CH3:33][N:32]1[C:28]([C:26]2[N:27]=[C:22]([O:21][C@H:19]3[CH2:18][N:15]4[C:16](=[O:17])[C@@H:2]([NH:1][C:40]([O:42][C@H:50]5[CH2:49][CH2:22][O:21][CH2:19]5)=[O:41])[CH2:3][CH2:4][CH2:5][CH2:6][CH2:7][CH:8]=[CH:9][C@@H:10]5[CH2:39][C@@:11]5([C:40]([O:42][CH3:43])=[O:41])[NH:12][C:13](=[O:38])[C@@H:14]4[CH2:20]3)[C:23]3[S:37][CH:36]=[CH:35][C:24]=3[N:25]=2)=[CH:29][C:30]([CH3:34])=[N:31]1. Reactant: [NH2:1][C@@H:2]1[C:16](=[O:17])[N:15]2[CH2:18][C@H:19]([O:21][C:22]3[C:23]4[S:37][CH:36]=[CH:35][C:24]=4[N:25]=[C:26]([C:28]4[N:32]([CH3:33])[N:31]=[C:30]([CH3:34])[CH:29]=4)[N:27]=3)[CH2:20][C@H:14]2[C:13](=[O:38])[NH:12][C@:11]2([C:40]([O:42][CH3:43])=[O:41])[CH2:39][C@H:10]2[CH:9]=[CH:8][CH2:7][CH2:6][CH2:5][CH2:4][CH2:3]1.C(N([CH2:49][CH3:50])CC)C. The catalyst class is: 4. (2) Reactant: [OH:1][C@@H:2]([CH2:6][CH:7]([CH3:9])[CH3:8])[C:3]([OH:5])=[O:4].[H-].[Na+].I[CH2:13][CH2:14][CH2:15][CH2:16][CH3:17].O. Product: [CH3:8][CH:7]([CH3:9])[CH2:6][C@H:2]([O:1][CH2:3][CH2:2][CH2:6][CH2:7][CH3:8])[C:3]([O:5][CH2:13][CH2:14][CH2:15][CH2:16][CH3:17])=[O:4]. The catalyst class is: 3. (3) Reactant: [Br:1][C:2]1[N:7]=[C:6]([CH3:8])[N:5]=[C:4]([CH2:9][OH:10])[CH:3]=1.N1C=CN=C1.[CH3:16][C:17]([Si:20](Cl)([CH3:22])[CH3:21])([CH3:19])[CH3:18]. Product: [Br:1][C:2]1[CH:3]=[C:4]([CH2:9][O:10][Si:20]([C:17]([CH3:19])([CH3:18])[CH3:16])([CH3:22])[CH3:21])[N:5]=[C:6]([CH3:8])[N:7]=1. The catalyst class is: 3. (4) Reactant: [Si]([O:18][CH2:19][CH2:20][C:21]1[C:22](=[O:51])[N:23]([C:27]2[C:32]([CH3:33])=[CH:31][C:30]([N:34]3[CH2:38][C@H:37]([CH2:39][NH:40][C:41]([C:43]4[S:44][C:45]([Cl:48])=[CH:46][CH:47]=4)=[O:42])[O:36][C:35]3=[O:49])=[CH:29][C:28]=2[CH3:50])[CH:24]=[CH:25][CH:26]=1)(C(C)(C)C)(C1C=CC=CC=1)C1C=CC=CC=1.[F-].C([N+](CCCC)(CCCC)CCCC)CCC. Product: [Cl:48][C:45]1[S:44][C:43]([C:41]([NH:40][CH2:39][C@@H:37]2[O:36][C:35](=[O:49])[N:34]([C:30]3[CH:29]=[C:28]([CH3:50])[C:27]([N:23]4[CH:24]=[CH:25][CH:26]=[C:21]([CH2:20][CH2:19][OH:18])[C:22]4=[O:51])=[C:32]([CH3:33])[CH:31]=3)[CH2:38]2)=[O:42])=[CH:47][CH:46]=1. The catalyst class is: 1. (5) Reactant: [CH2:1]([O:8][C:9]1[C:10]([C:24]([O:26][CH3:27])=[O:25])=[N:11][N:12]2[CH:17]([C:18]([O:20][CH2:21][CH3:22])=[O:19])[CH2:16][NH:15][C:14](=[O:23])[C:13]=12)[C:2]1[CH:7]=[CH:6][CH:5]=[CH:4][CH:3]=1.[C:28]1(C)C=CC=CC=1.IC.[H-].[Na+]. Product: [CH2:1]([O:8][C:9]1[C:10]([C:24]([O:26][CH3:27])=[O:25])=[N:11][N:12]2[CH:17]([C:18]([O:20][CH2:21][CH3:22])=[O:19])[CH2:16][N:15]([CH3:28])[C:14](=[O:23])[C:13]=12)[C:2]1[CH:7]=[CH:6][CH:5]=[CH:4][CH:3]=1. The catalyst class is: 3. (6) Reactant: [NH2:1][C:2]1[N:7]=[C:6]([C:8]2[O:9][C:10]([CH:13]([F:15])[F:14])=[CH:11][CH:12]=2)[C:5]([C:16]#[N:17])=[C:4]([S:18]([CH3:20])=O)[N:3]=1.SC[CH2:23][C:24]1[CH:29]=[CH:28][CH:27]=[CH:26][N:25]=1.C1CCN2C(=NCCC2)CC1. Product: [NH2:1][C:2]1[N:7]=[C:6]([C:8]2[O:9][C:10]([CH:13]([F:15])[F:14])=[CH:11][CH:12]=2)[C:5]([C:16]#[N:17])=[C:4]([S:18][CH2:20][CH2:23][C:24]2[CH:29]=[CH:28][CH:27]=[CH:26][N:25]=2)[N:3]=1. The catalyst class is: 57. (7) Reactant: [CH2:1]([O:3][C:4]1[CH:5]=[C:6]([CH:12]([C:14]2[CH:23]=[CH:22][C:17]3[N:18]([CH3:21])[N:19]=[N:20][C:16]=3[CH:15]=2)[OH:13])[CH:7]=[CH:8][C:9]=1[O:10][CH3:11])[CH3:2]. The catalyst class is: 177. Product: [CH2:1]([O:3][C:4]1[CH:5]=[C:6]([C:12]([C:14]2[CH:23]=[CH:22][C:17]3[N:18]([CH3:21])[N:19]=[N:20][C:16]=3[CH:15]=2)=[O:13])[CH:7]=[CH:8][C:9]=1[O:10][CH3:11])[CH3:2]. (8) Reactant: N#N.[CH3:3][N:4]([CH3:8])[CH2:5][CH2:6][OH:7].[H-].[Na+].[CH3:11][C:12]1[NH:13][C:14]([CH3:32])=[CH:15][C:16]=1[C:17]1[CH:22]=[CH:21][CH:20]=[C:19]([C:23]2[CH:28]=[CH:27][C:26](F)=[C:25]([CH3:30])[C:24]=2[CH3:31])[N:18]=1. Product: [CH3:11][C:12]1[NH:13][C:14]([CH3:32])=[CH:15][C:16]=1[C:17]1[CH:22]=[CH:21][CH:20]=[C:19]([C:23]2[CH:28]=[CH:27][C:26]([O:7][CH2:6][CH2:5][N:4]([CH3:8])[CH3:3])=[C:25]([CH3:30])[C:24]=2[CH3:31])[N:18]=1. The catalyst class is: 145. (9) Reactant: [NH2:1][C:2]1[CH:3]=[CH:4][CH:5]=[C:6]2[C:11]=1[N:10]=[CH:9][CH:8]=[CH:7]2.[F:12][C:13]1[C:14]([CH3:23])=[C:15]([S:19](Cl)(=[O:21])=[O:20])[CH:16]=[CH:17][CH:18]=1. Product: [F:12][C:13]1[C:14]([CH3:23])=[C:15]([S:19]([NH:1][C:2]2[CH:3]=[CH:4][CH:5]=[C:6]3[C:11]=2[N:10]=[CH:9][CH:8]=[CH:7]3)(=[O:21])=[O:20])[CH:16]=[CH:17][CH:18]=1. The catalyst class is: 142. (10) Product: [CH3:22][CH:23]1[CH2:28][CH2:27][CH2:26][CH:25]([CH3:29])[N:24]1[CH2:2][C:3]1[CH:8]=[C:7]([C:9]([O:11][CH3:12])=[O:10])[CH:6]=[CH:5][C:4]=1[C:13]1[CH:18]=[C:17]([O:19][CH3:20])[CH:16]=[CH:15][C:14]=1[F:21]. The catalyst class is: 16. Reactant: Cl[CH2:2][C:3]1[CH:8]=[C:7]([C:9]([O:11][CH3:12])=[O:10])[CH:6]=[CH:5][C:4]=1[C:13]1[CH:18]=[C:17]([O:19][CH3:20])[CH:16]=[CH:15][C:14]=1[F:21].[CH3:22][CH:23]1[CH2:28][CH2:27][CH2:26][CH:25]([CH3:29])[NH:24]1.C(=O)([O-])[O-].[Cs+].[Cs+].